From a dataset of Catalyst prediction with 721,799 reactions and 888 catalyst types from USPTO. Predict which catalyst facilitates the given reaction. Reactant: [CH3:1][O:2][C:3]1[N:8]=[CH:7][C:6]([C:9]2[C:18]([CH3:19])=[CH:17][C:12]([C:13]([O:15][CH3:16])=[O:14])=[CH:11][C:10]=2[CH3:20])=[CH:5][CH:4]=1.C([O-])(=O)C.[K+].[Br:26]Br.[OH-].[Na+]. Product: [Br:26][C:4]1[CH:5]=[C:6]([C:9]2[C:18]([CH3:19])=[CH:17][C:12]([C:13]([O:15][CH3:16])=[O:14])=[CH:11][C:10]=2[CH3:20])[CH:7]=[N:8][C:3]=1[O:2][CH3:1]. The catalyst class is: 342.